Dataset: Full USPTO retrosynthesis dataset with 1.9M reactions from patents (1976-2016). Task: Predict the reactants needed to synthesize the given product. (1) Given the product [Cl:1][C:2]1[CH:14]=[CH:13][C:5]([O:6][C@H:7]2[CH2:11][N:10]([CH3:19])[CH2:9][C@H:8]2[OH:12])=[CH:4][C:3]=1[F:15], predict the reactants needed to synthesize it. The reactants are: [Cl:1][C:2]1[CH:14]=[CH:13][C:5]([O:6][C@H:7]2[CH2:11][NH:10][CH2:9][C@H:8]2[OH:12])=[CH:4][C:3]=1[F:15].C=O.[BH3-][C:19]#N.[Na+]. (2) Given the product [C:31]([O:30][C:28]([NH:8][CH:9]1[CH2:14][CH2:13][O:12][CH2:11][CH:10]1[C:15]([O:17][CH2:18][CH3:19])=[O:16])=[O:29])([CH3:32])([CH3:33])[CH3:34], predict the reactants needed to synthesize it. The reactants are: C([NH:8][C:9]1[CH2:14][CH2:13][O:12][CH2:11][C:10]=1[C:15]([O:17][CH2:18][CH3:19])=[O:16])C1C=CC=CC=1.[CH3:32][C:31]([O:30][C:28](O[C:28]([O:30][C:31]([CH3:34])([CH3:33])[CH3:32])=[O:29])=[O:29])([CH3:34])[CH3:33]. (3) Given the product [Cl:31][C:2]1[CH:3]=[C:4]([CH:12]([CH2:24][CH:25]2[CH2:30][CH2:29][O:28][CH2:27][CH2:26]2)[C:13]([NH:15][C:16]2[CH:21]=[N:20][C:19]([C:22](=[NH:23])[NH:32][OH:33])=[CH:18][N:17]=2)=[O:14])[CH:5]=[CH:6][C:7]=1[S:8]([CH3:11])(=[O:10])=[O:9], predict the reactants needed to synthesize it. The reactants are: Cl[C:2]1[CH:3]=[C:4]([CH:12]([CH2:24][CH:25]2[CH2:30][CH2:29][O:28][CH2:27][CH2:26]2)[C:13]([NH:15][C:16]2[CH:21]=[N:20][C:19]([C:22]#[N:23])=[CH:18][N:17]=2)=[O:14])[CH:5]=[CH:6][C:7]=1[S:8]([CH3:11])(=[O:10])=[O:9].[ClH:31].[NH2:32][OH:33].C(=O)([O-])[O-].[Na+].[Na+]. (4) Given the product [Cl:16][C:9]1[C:8]([F:17])=[C:7]([C:12]([CH:13]2[CH2:15][CH2:14]2)=[CH:11][N:10]=1)[C:6]([OH:18])=[O:5], predict the reactants needed to synthesize it. The reactants are: C([O:5][C:6](=[O:18])[C:7]1[C:12]([CH:13]2[CH2:15][CH2:14]2)=[CH:11][N:10]=[C:9]([Cl:16])[C:8]=1[F:17])(C)(C)C.Cl. (5) The reactants are: [C:1]([C:5]1[CH:9]=[C:8]([NH:10][C:11]([NH:13][C@@H:14]2[C:23]3[C:18](=[CH:19][CH:20]=[CH:21][CH:22]=3)[C@H:17]([O:24][C:25]3[CH:26]=[CH:27][C:28]4[N:29]([C:31]([N:34]5[C@H:39]([CH3:40])[CH2:38][CH2:37][CH2:36][C@@H:35]5[CH3:41])=[N:32][N:33]=4)[CH:30]=3)[CH2:16][CH2:15]2)=[O:12])[N:7]([C:42]2[CH:43]=[N:44][N:45]([CH2:47][CH2:48][OH:49])[CH:46]=2)[N:6]=1)([CH3:4])([CH3:3])[CH3:2].CCN(C(C)C)C(C)C.[CH3:59][S:60](Cl)(=[O:62])=[O:61]. Given the product [C:1]([C:5]1[CH:9]=[C:8]([NH:10][C:11]([NH:13][C@@H:14]2[C:23]3[C:18](=[CH:19][CH:20]=[CH:21][CH:22]=3)[C@H:17]([O:24][C:25]3[CH:26]=[CH:27][C:28]4[N:29]([C:31]([N:34]5[C@H:35]([CH3:41])[CH2:36][CH2:37][CH2:38][C@@H:39]5[CH3:40])=[N:32][N:33]=4)[CH:30]=3)[CH2:16][CH2:15]2)=[O:12])[N:7]([C:42]2[CH:43]=[N:44][N:45]([CH2:47][CH2:48][O:49][S:60]([CH3:59])(=[O:62])=[O:61])[CH:46]=2)[N:6]=1)([CH3:3])([CH3:4])[CH3:2], predict the reactants needed to synthesize it. (6) Given the product [CH3:16][C:17]([CH3:14])([CH:18]=[O:19])[CH2:20][N:4]1[CH2:5][CH2:6][N:1]([C:7]([O:9][C:10]([CH3:13])([CH3:12])[CH3:11])=[O:8])[CH2:2][CH2:3]1, predict the reactants needed to synthesize it. The reactants are: [N:1]1([C:7]([O:9][C:10]([CH3:13])([CH3:12])[CH3:11])=[O:8])[CH2:6][CH2:5][NH:4][CH2:3][CH2:2]1.[CH2:14]=O.[CH3:16][CH:17]([CH3:20])[CH:18]=[O:19].